This data is from Catalyst prediction with 721,799 reactions and 888 catalyst types from USPTO. The task is: Predict which catalyst facilitates the given reaction. Reactant: Br[C:2]1[C:14]2[CH:13]=[CH:12][CH:11]=[CH:10][C:9]=2[C:8]2[C:7]3[C:15]4[C:20]([C:21](Br)=[CH:22][C:6]=3[O:5][C:4]=2[CH:3]=1)=[CH:19][CH:18]=[CH:17][CH:16]=4.C(O[CH2:27][CH3:28])C.[CH2:29]([Mg]Br)[CH2:30][CH2:31][CH2:32][CH2:33][CH2:34][CH2:35][CH2:36][CH2:37][CH2:38][CH2:39][CH3:40].Cl. Product: [CH2:29]([C:2]1[C:14]2[CH:13]=[CH:12][CH:11]=[CH:10][C:9]=2[C:8]2[C:7]3[C:15]4[C:20]([C:21]([CH2:9][CH2:14][CH2:2][CH2:3][CH2:4][CH2:8][CH2:7][CH2:6][CH2:22][CH2:21][CH2:27][CH3:28])=[CH:22][C:6]=3[O:5][C:4]=2[CH:3]=1)=[CH:19][CH:18]=[CH:17][CH:16]=4)[CH2:30][CH2:31][CH2:32][CH2:33][CH2:34][CH2:35][CH2:36][CH2:37][CH2:38][CH2:39][CH3:40]. The catalyst class is: 7.